From a dataset of NCI-60 drug combinations with 297,098 pairs across 59 cell lines. Regression. Given two drug SMILES strings and cell line genomic features, predict the synergy score measuring deviation from expected non-interaction effect. (1) Drug 1: CC1CCC2CC(C(=CC=CC=CC(CC(C(=O)C(C(C(=CC(C(=O)CC(OC(=O)C3CCCCN3C(=O)C(=O)C1(O2)O)C(C)CC4CCC(C(C4)OC)OCCO)C)C)O)OC)C)C)C)OC. Drug 2: C1CC(=O)NC(=O)C1N2C(=O)C3=CC=CC=C3C2=O. Cell line: TK-10. Synergy scores: CSS=0.493, Synergy_ZIP=-3.38, Synergy_Bliss=0.886, Synergy_Loewe=-15.2, Synergy_HSA=-1.34. (2) Drug 1: CC1C(C(CC(O1)OC2CC(CC3=C2C(=C4C(=C3O)C(=O)C5=C(C4=O)C(=CC=C5)OC)O)(C(=O)CO)O)N)O.Cl. Drug 2: CC1C(C(CC(O1)OC2CC(CC3=C2C(=C4C(=C3O)C(=O)C5=CC=CC=C5C4=O)O)(C(=O)C)O)N)O. Cell line: NCIH23. Synergy scores: CSS=53.5, Synergy_ZIP=-3.05, Synergy_Bliss=-1.35, Synergy_Loewe=0.592, Synergy_HSA=2.07. (3) Drug 1: CC1=C(C(CCC1)(C)C)C=CC(=CC=CC(=CC(=O)O)C)C. Drug 2: C1CNP(=O)(OC1)N(CCCl)CCCl. Cell line: MCF7. Synergy scores: CSS=8.62, Synergy_ZIP=-4.69, Synergy_Bliss=0.0640, Synergy_Loewe=-5.80, Synergy_HSA=0.292. (4) Drug 1: C1C(C(OC1N2C=NC(=NC2=O)N)CO)O. Drug 2: N.N.Cl[Pt+2]Cl. Cell line: MDA-MB-435. Synergy scores: CSS=19.3, Synergy_ZIP=-3.89, Synergy_Bliss=4.30, Synergy_Loewe=4.97, Synergy_HSA=2.34. (5) Drug 1: C1=CC(=CC=C1CC(C(=O)O)N)N(CCCl)CCCl.Cl. Drug 2: C1=NC2=C(N1)C(=S)N=C(N2)N. Cell line: KM12. Synergy scores: CSS=36.7, Synergy_ZIP=-2.76, Synergy_Bliss=-1.51, Synergy_Loewe=-15.3, Synergy_HSA=-1.11. (6) Drug 1: C1CCN(CC1)CCOC2=CC=C(C=C2)C(=O)C3=C(SC4=C3C=CC(=C4)O)C5=CC=C(C=C5)O. Drug 2: CC1=C2C(C(=O)C3(C(CC4C(C3C(C(C2(C)C)(CC1OC(=O)C(C(C5=CC=CC=C5)NC(=O)OC(C)(C)C)O)O)OC(=O)C6=CC=CC=C6)(CO4)OC(=O)C)O)C)O. Cell line: HOP-92. Synergy scores: CSS=27.9, Synergy_ZIP=-1.42, Synergy_Bliss=0.501, Synergy_Loewe=-29.5, Synergy_HSA=1.46. (7) Drug 1: CC1=C2C(C(=O)C3(C(CC4C(C3C(C(C2(C)C)(CC1OC(=O)C(C(C5=CC=CC=C5)NC(=O)OC(C)(C)C)O)O)OC(=O)C6=CC=CC=C6)(CO4)OC(=O)C)OC)C)OC. Drug 2: CC1CCC2CC(C(=CC=CC=CC(CC(C(=O)C(C(C(=CC(C(=O)CC(OC(=O)C3CCCCN3C(=O)C(=O)C1(O2)O)C(C)CC4CCC(C(C4)OC)OCCO)C)C)O)OC)C)C)C)OC. Cell line: K-562. Synergy scores: CSS=70.2, Synergy_ZIP=6.71, Synergy_Bliss=3.81, Synergy_Loewe=-5.46, Synergy_HSA=7.41. (8) Drug 1: CN(C(=O)NC(C=O)C(C(C(CO)O)O)O)N=O. Drug 2: C1C(C(OC1N2C=NC(=NC2=O)N)CO)O. Cell line: PC-3. Synergy scores: CSS=11.7, Synergy_ZIP=-3.59, Synergy_Bliss=-1.20, Synergy_Loewe=-9.54, Synergy_HSA=1.09.